Dataset: Forward reaction prediction with 1.9M reactions from USPTO patents (1976-2016). Task: Predict the product of the given reaction. (1) Given the reactants COC1C=CC(C[NH:8][C:9]2[C:18]3[N:19]([CH3:34])[C:20](=[O:33])[N:21]([C:22]4[CH:27]=[CH:26][C:25]([C:28]([CH3:32])([CH3:31])[C:29]#[N:30])=[CH:24][CH:23]=4)[C:17]=3[C:16]3[CH:15]=[C:14]([C:35]4[CH:36]=[N:37][C:38]5[C:43]([CH:44]=4)=[CH:42][CH:41]=[CH:40][CH:39]=5)[CH:13]=[CH:12][C:11]=3[N:10]=2)=CC=1, predict the reaction product. The product is: [NH2:8][C:9]1[C:18]2[N:19]([CH3:34])[C:20](=[O:33])[N:21]([C:22]3[CH:27]=[CH:26][C:25]([C:28]([CH3:32])([CH3:31])[C:29]#[N:30])=[CH:24][CH:23]=3)[C:17]=2[C:16]2[CH:15]=[C:14]([C:35]3[CH:36]=[N:37][C:38]4[C:43]([CH:44]=3)=[CH:42][CH:41]=[CH:40][CH:39]=4)[CH:13]=[CH:12][C:11]=2[N:10]=1. (2) Given the reactants [CH2:1]([N:8]([CH2:13][C:14]([OH:16])=O)[CH2:9][C:10]([OH:12])=O)[C:2]1[CH:7]=[CH:6][CH:5]=[CH:4][CH:3]=1.C(OC(=O)C)(=O)C.[CH:24]1[CH:29]=[CH:28][C:27]([CH2:30][CH2:31][NH2:32])=[CH:26][CH:25]=1.C(=O)([O-])[O-].[K+].[K+], predict the reaction product. The product is: [CH2:1]([N:8]1[CH2:9][C:10](=[O:12])[N:32]([CH2:31][CH2:30][C:27]2[CH:28]=[CH:29][CH:24]=[CH:25][CH:26]=2)[C:14](=[O:16])[CH2:13]1)[C:2]1[CH:3]=[CH:4][CH:5]=[CH:6][CH:7]=1. (3) Given the reactants [F:1][C:2]1[CH:7]=[CH:6][CH:5]=[CH:4][C:3]=1[NH:8][CH2:9][C:10]1[CH:11]=[C:12]([CH:17]=[CH:18][CH:19]=1)[C:13]([O:15][CH3:16])=[O:14].Cl.[C:21](Cl)(=[O:31])[O:22][C@@H:23]1[CH:28]2[CH2:29][CH2:30][N:25]([CH2:26][CH2:27]2)[CH2:24]1.C(Cl)(=O)O[C@@H]1C2CCN(CC2)C1, predict the reaction product. The product is: [NH3:8].[F:1][C:2]1[CH:7]=[CH:6][CH:5]=[CH:4][C:3]=1[N:8]([CH2:9][C:10]1[CH:11]=[C:12]([CH:17]=[CH:18][CH:19]=1)[C:13]([O:15][CH3:16])=[O:14])[C:21]([O:22][C@@H:23]1[CH:28]2[CH2:29][CH2:30][N:25]([CH2:26][CH2:27]2)[CH2:24]1)=[O:31].